From a dataset of Reaction yield outcomes from USPTO patents with 853,638 reactions. Predict the reaction yield, written as a fraction of the theoretical maximum amount of product (1.0 means a 100% yield; for example, 0.34 means a 34% yield). (1) The reactants are C(=O)([O-])[O-].[K+].[K+].C[Si]([C:11]#[C:12][C:13]1[CH:14]=[C:15]([CH:19]=[CH:20][CH:21]=1)[C:16]([NH2:18])=[O:17])(C)C.O.CCOC(C)=O. The catalyst is CO. The product is [C:12]([C:13]1[CH:14]=[C:15]([CH:19]=[CH:20][CH:21]=1)[C:16]([NH2:18])=[O:17])#[CH:11]. The yield is 0.350. (2) The reactants are FC(F)(F)C(O)=O.[OH:8][CH:9]1[CH2:14][CH2:13][CH2:12][N:11]([C:15]2[CH:24]=[C:23]3[C:18]([CH:19]=[C:20]([C:26]4[CH:31]=[CH:30][CH:29]=[CH:28][C:27]=4[N:32]4[CH2:37][CH2:36][N:35](C(OC(C)(C)C)=O)[CH2:34][CH2:33]4)[NH:21][C:22]3=[O:25])=[CH:17][CH:16]=2)[CH2:10]1. The catalyst is ClCCl. The product is [OH:8][CH:9]1[CH2:14][CH2:13][CH2:12][N:11]([C:15]2[CH:24]=[C:23]3[C:18]([CH:19]=[C:20]([C:26]4[CH:31]=[CH:30][CH:29]=[CH:28][C:27]=4[N:32]4[CH2:37][CH2:36][NH:35][CH2:34][CH2:33]4)[NH:21][C:22]3=[O:25])=[CH:17][CH:16]=2)[CH2:10]1. The yield is 0.970. (3) The reactants are [C:1]([O:5][C:6]([N:8]1[CH2:13][CH2:12][CH:11]([CH:14]([S:18][C:19]2[CH:20]=[N:21][C:22]([NH:32][C:33]3[S:34][CH:35]=[C:36]([CH3:38])[N:37]=3)=[C:23]([O:25][C:26]3[CH:31]=[CH:30][CH:29]=[CH:28][CH:27]=3)[CH:24]=2)[C:15](O)=[O:16])[CH2:10][CH2:9]1)=[O:7])([CH3:4])([CH3:3])[CH3:2].C(N(C(C)C)C(C)C)C.CN(C(F)=[N+](C)C)C.F[P-](F)(F)(F)(F)F.O[NH:64][C:65](=[NH:67])[CH3:66]. The product is [CH3:66][C:65]1[N:67]=[C:15]([CH:14]([S:18][C:19]2[CH:20]=[N:21][C:22]([NH:32][C:33]3[S:34][CH:35]=[C:36]([CH3:38])[N:37]=3)=[C:23]([O:25][C:26]3[CH:31]=[CH:30][CH:29]=[CH:28][CH:27]=3)[CH:24]=2)[CH:11]2[CH2:10][CH2:9][N:8]([C:6]([O:5][C:1]([CH3:2])([CH3:4])[CH3:3])=[O:7])[CH2:13][CH2:12]2)[O:16][N:64]=1. The yield is 0.356. The catalyst is CN(C=O)C.CCOC(C)=O. (4) The reactants are [Br:1][C:2]1[C:3]([OH:10])=[C:4]([C:7]([OH:9])=O)[S:5][CH:6]=1.[F:11][C:12]([F:25])([F:24])[C:13]1[CH:14]=[C:15]([CH:17]=[C:18]([C:20]([F:23])([F:22])[F:21])[CH:19]=1)[NH2:16]. No catalyst specified. The product is [Br:1][C:2]1[C:3]([OH:10])=[C:4]([C:7]([NH:16][C:15]2[CH:17]=[C:18]([C:20]([F:21])([F:22])[F:23])[CH:19]=[C:13]([C:12]([F:11])([F:24])[F:25])[CH:14]=2)=[O:9])[S:5][CH:6]=1. The yield is 0.824. (5) The reactants are CN(C(ON1N=NC2C=CC=NC1=2)=[N+](C)C)C.F[P-](F)(F)(F)(F)F.[NH2:25][C:26]1[CH:34]=[C:33]([Cl:35])[CH:32]=[CH:31][C:27]=1[C:28]([OH:30])=O.Cl.[NH2:37][C@@H:38]([CH:43]1[CH2:48][CH2:47][CH2:46][CH2:45][CH2:44]1)[C:39]([O:41][CH3:42])=[O:40].C(N(C(C)C)CC)(C)C. The catalyst is CN(C=O)C.C(OCC)(=O)C. The product is [NH2:25][C:26]1[CH:34]=[C:33]([Cl:35])[CH:32]=[CH:31][C:27]=1[C:28]([NH:37][C@@H:38]([CH:43]1[CH2:48][CH2:47][CH2:46][CH2:45][CH2:44]1)[C:39]([O:41][CH3:42])=[O:40])=[O:30]. The yield is 0.350. (6) The product is [CH3:1][O:2][C:3]1[CH:13]=[CH:12][C:6](/[CH:7]=[CH:8]/[C:9]([O:11][CH3:19])=[O:10])=[CH:5][CH:4]=1. No catalyst specified. The reactants are [CH3:1][O:2][C:3]1[CH:13]=[CH:12][C:6]([CH:7]=[CH:8][C:9]([OH:11])=[O:10])=[CH:5][CH:4]=1.S(=O)(=O)(O)O.[CH3:19]O. The yield is 0.960. (7) The reactants are [CH2:1]([N:3]([CH2:37][CH3:38])[CH2:4][CH2:5][CH2:6][NH:7][C:8]1[N:9]=[C:10]([C:27]2[CH:28]=[C:29]([CH:33]=[CH:34][C:35]=2[CH3:36])[C:30](O)=[O:31])[C:11]2[CH:17]=[CH:16][C:15](=[O:18])[N:14]([C:19]3[C:24]([F:25])=[CH:23][CH:22]=[CH:21][C:20]=3[F:26])[C:12]=2[N:13]=1)[CH3:2].CN(C(O[N:47]1N=N[C:49]2[CH:50]=[CH:51]C=C[C:48]1=2)=[N+](C)C)C.F[P-](F)(F)(F)(F)F.C(N)CCC. The catalyst is C(Cl)Cl. The product is [CH2:48]([NH:47][C:30](=[O:31])[C:29]1[CH:33]=[CH:34][C:35]([CH3:36])=[C:27]([C:10]2[C:11]3[CH:17]=[CH:16][C:15](=[O:18])[N:14]([C:19]4[C:24]([F:25])=[CH:23][CH:22]=[CH:21][C:20]=4[F:26])[C:12]=3[N:13]=[C:8]([NH:7][CH2:6][CH2:5][CH2:4][N:3]([CH2:37][CH3:38])[CH2:1][CH3:2])[N:9]=2)[CH:28]=1)[CH2:49][CH2:50][CH3:51]. The yield is 0.660.